From a dataset of Reaction yield outcomes from USPTO patents with 853,638 reactions. Predict the reaction yield, written as a fraction of the theoretical maximum amount of product (1.0 means a 100% yield; for example, 0.34 means a 34% yield). (1) The reactants are [CH3:1][CH:2]([C:4]1[N:5]=[C:6]([NH:25][C:26]2[CH:31]=[CH:30][C:29]([C:32](=[O:34])[CH3:33])=[CH:28][CH:27]=2)[C:7]2[CH2:13][CH2:12][N:11]([C:14]3[C:19]([C:20]([F:23])([F:22])[F:21])=[CH:18][CH:17]=[CH:16][N:15]=3)[CH2:10][CH2:9][C:8]=2[N:24]=1)[CH3:3].[BH4-].[Na+]. The catalyst is CO. The product is [CH3:3][CH:2]([C:4]1[N:5]=[C:6]([NH:25][C:26]2[CH:27]=[CH:28][C:29]([CH:32]([OH:34])[CH3:33])=[CH:30][CH:31]=2)[C:7]2[CH2:13][CH2:12][N:11]([C:14]3[C:19]([C:20]([F:21])([F:23])[F:22])=[CH:18][CH:17]=[CH:16][N:15]=3)[CH2:10][CH2:9][C:8]=2[N:24]=1)[CH3:1]. The yield is 0.860. (2) The reactants are [C:1]([NH:5][C:6](=[O:16])[C:7]1[CH:12]=[CH:11][C:10]([N+:13]([O-])=O)=[CH:9][CH:8]=1)([CH3:4])([CH3:3])[CH3:2]. The catalyst is C(OCC)(=O)C.[Pd]. The product is [C:1]([NH:5][C:6](=[O:16])[C:7]1[CH:8]=[CH:9][C:10]([NH2:13])=[CH:11][CH:12]=1)([CH3:4])([CH3:2])[CH3:3]. The yield is 0.970. (3) The reactants are [CH2:1]([N:8]1[C:16]2[C:11](=[CH:12][CH:13]=[C:14]([OH:17])[CH:15]=2)[C:10]([C:18]([NH:20][CH2:21][C:22]2[CH:27]=[CH:26][C:25]([F:28])=[C:24]([F:29])[CH:23]=2)=[O:19])=[C:9]1[CH:30]([CH3:32])[CH3:31])[C:2]1[CH:7]=[CH:6][CH:5]=[CH:4][CH:3]=1.[C:33](Cl)(=[O:36])[CH2:34][CH3:35]. The catalyst is N1C=CC=CC=1. The product is [C:33]([O:17][C:14]1[CH:15]=[C:16]2[C:11]([C:10]([C:18](=[O:19])[NH:20][CH2:21][C:22]3[CH:27]=[CH:26][C:25]([F:28])=[C:24]([F:29])[CH:23]=3)=[C:9]([CH:30]([CH3:32])[CH3:31])[N:8]2[CH2:1][C:2]2[CH:7]=[CH:6][CH:5]=[CH:4][CH:3]=2)=[CH:12][CH:13]=1)(=[O:36])[CH2:34][CH3:35]. The yield is 1.00. (4) The reactants are [F:1][C:2]1[CH:9]=[C:8](F)[C:7]([CH3:11])=[CH:6][C:3]=1[CH:4]=[O:5].[Cl:12][C:13]1[CH:18]=[CH:17][C:16]([OH:19])=[CH:15][C:14]=1[C:20]([F:23])([F:22])[F:21].C(=O)([O-])[O-].[K+].[K+]. The product is [Cl:12][C:13]1[CH:18]=[CH:17][C:16]([O:19][C:8]2[C:7]([CH3:11])=[CH:6][C:3]([CH:4]=[O:5])=[C:2]([F:1])[CH:9]=2)=[CH:15][C:14]=1[C:20]([F:21])([F:22])[F:23]. The catalyst is CS(C)=O.C(OCC)(=O)C. The yield is 0.490. (5) The yield is 0.720. No catalyst specified. The product is [CH2:1]([N:3]1[C:7]2[N:8]=[C:9]([C:18]3[CH:19]=[CH:20][C:21]([NH:24][C:25]([NH:27][C:28]4[CH:36]=[CH:35][C:31]([C:32]([N:37]5[CH2:42][CH2:41][S:40][CH2:39][CH2:38]5)=[O:34])=[CH:30][CH:29]=4)=[O:26])=[CH:22][CH:23]=3)[N:10]=[C:11]([N:12]3[CH2:13][CH2:14][O:15][CH2:16][CH2:17]3)[C:6]=2[CH:5]=[CH:4]1)[CH3:2]. The reactants are [CH2:1]([N:3]1[C:7]2[N:8]=[C:9]([C:18]3[CH:23]=[CH:22][C:21]([NH:24][C:25]([NH:27][C:28]4[CH:36]=[CH:35][C:31]([C:32]([OH:34])=O)=[CH:30][CH:29]=4)=[O:26])=[CH:20][CH:19]=3)[N:10]=[C:11]([N:12]3[CH2:17][CH2:16][O:15][CH2:14][CH2:13]3)[C:6]=2[CH:5]=[CH:4]1)[CH3:2].[NH:37]1[CH2:42][CH2:41][S:40][CH2:39][CH2:38]1. (6) The reactants are [CH3:1][C:2]1([CH3:20])[C:6](=O)[N:5]([C:8]([O:10][C:11]([CH3:14])([CH3:13])[CH3:12])=[O:9])[C@H:4]([C:15]([O:17][CH2:18][CH3:19])=[O:16])[CH2:3]1.[CH3:21][Si](C)(C)[N-][Si](C)(C)C.[Li+].IC. The catalyst is C1COCC1. The product is [CH3:21][C:4]1([C:15]([O:17][CH2:18][CH3:19])=[O:16])[CH2:3][C:2]([CH3:20])([CH3:1])[CH2:6][N:5]1[C:8]([O:10][C:11]([CH3:14])([CH3:13])[CH3:12])=[O:9]. The yield is 0.720.